Dataset: Kir2.1 potassium channel HTS with 301,493 compounds. Task: Binary Classification. Given a drug SMILES string, predict its activity (active/inactive) in a high-throughput screening assay against a specified biological target. (1) The molecule is s1c2c(NC(NC2=O)c2ccc(OCC)cc2)n(c2ccccc2)c1=S. The result is 0 (inactive). (2) The molecule is o1nc(nc1CC(C)(C)C)c1ncccc1. The result is 0 (inactive).